This data is from Peptide-MHC class II binding affinity with 134,281 pairs from IEDB. The task is: Regression. Given a peptide amino acid sequence and an MHC pseudo amino acid sequence, predict their binding affinity value. This is MHC class II binding data. (1) The MHC is DRB1_0101 with pseudo-sequence DRB1_0101. The binding affinity (normalized) is 0.600. The peptide sequence is FEGRNFVQNIIVKLE. (2) The peptide sequence is EHGSDEWVAMTKGEG. The MHC is HLA-DPA10201-DPB11401 with pseudo-sequence HLA-DPA10201-DPB11401. The binding affinity (normalized) is 0. (3) The peptide sequence is GGSILKISNKFHTKG. The MHC is HLA-DPA10201-DPB10101 with pseudo-sequence HLA-DPA10201-DPB10101. The binding affinity (normalized) is 0.448. (4) The peptide sequence is GKWLDAKSTWYGKPT. The MHC is HLA-DQA10102-DQB10502 with pseudo-sequence HLA-DQA10102-DQB10502. The binding affinity (normalized) is 0.